From a dataset of Forward reaction prediction with 1.9M reactions from USPTO patents (1976-2016). Predict the product of the given reaction. Given the reactants [Na].[C:2]([C:5]1[S:6][CH:7]=[C:8]([C:10]([NH:12][C@H:13]([CH3:29])[CH2:14][N:15]2[CH:19]=[CH:18][C:17]([C:20]3[CH:25]=[CH:24][C:23]([C:26]#[N:27])=[C:22]([Cl:28])[CH:21]=3)=[N:16]2)=[O:11])[N:9]=1)(=[O:4])[CH3:3], predict the reaction product. The product is: [Cl:28][C:22]1[CH:21]=[C:20]([C:17]2[CH:18]=[CH:19][N:15]([CH2:14][C@H:13]([NH:12][C:10]([C:8]3[N:9]=[C:5]([CH:2]([OH:4])[CH3:3])[S:6][CH:7]=3)=[O:11])[CH3:29])[N:16]=2)[CH:25]=[CH:24][C:23]=1[C:26]#[N:27].